Predict which catalyst facilitates the given reaction. From a dataset of Catalyst prediction with 721,799 reactions and 888 catalyst types from USPTO. (1) Reactant: [CH3:1][O:2][C@@H:3]1[CH2:8][NH:7][C@H:6]([C:9]([N:11]2[CH2:16][CH2:15][N:14]([C:17]3[CH:22]=[CH:21][CH:20]=[CH:19][CH:18]=3)[CH2:13][CH2:12]2)=[O:10])[C@@H:5]([C:23]([O:25][CH3:26])=[O:24])[CH2:4]1.C(Cl)Cl.Cl[C:31]([O:33][CH3:34])=[O:32]. Product: [CH3:1][O:2][C@@H:3]1[CH2:8][N:7]([C:31]([O:33][CH3:34])=[O:32])[C@H:6]([C:9]([N:11]2[CH2:16][CH2:15][N:14]([C:17]3[CH:18]=[CH:19][CH:20]=[CH:21][CH:22]=3)[CH2:13][CH2:12]2)=[O:10])[C@@H:5]([C:23]([O:25][CH3:26])=[O:24])[CH2:4]1. The catalyst class is: 277. (2) Reactant: [CH3:1][C:2]1[N:6]([C@H:7]2[CH2:13][C@H:12]3[N:14]([CH2:15][CH2:16][C@H:17]([NH:24][C:25]([CH:27]4[CH2:32][CH2:31][C:30]([F:34])([F:33])[CH2:29][CH2:28]4)=[O:26])[C:18]4[CH:19]=[CH:20][CH:21]=[CH:22][CH:23]=4)[C@H:9]([CH2:10][CH2:11]3)[CH2:8]2)[C:5]([CH:35]([CH3:37])[CH3:36])=[N:4][N:3]=1.[P:38](=[O:42])([OH:41])([OH:40])[OH:39]. Product: [CH3:1][C:2]1[N:6]([C@H:7]2[CH2:13][C@H:12]3[N:14]([CH2:15][CH2:16][C@H:17]([NH:24][C:25]([CH:27]4[CH2:28][CH2:29][C:30]([F:34])([F:33])[CH2:31][CH2:32]4)=[O:26])[C:18]4[CH:23]=[CH:22][CH:21]=[CH:20][CH:19]=4)[C@H:9]([CH2:10][CH2:11]3)[CH2:8]2)[C:5]([CH:35]([CH3:37])[CH3:36])=[N:4][N:3]=1.[P:38]([O-:42])([O-:41])([O-:40])=[O:39]. The catalyst class is: 21.